Task: Predict the reactants needed to synthesize the given product.. Dataset: Full USPTO retrosynthesis dataset with 1.9M reactions from patents (1976-2016) (1) Given the product [NH2:25][C:24]1[C:23]([N+:34]([O-:36])=[O:35])=[CH:22][C:21]([Cl:20])=[C:27]([N:28]2[CH2:33][CH2:32][N:31]([C:16]([C:15]3[C:11]([C:1]4[C:10]5[C:5](=[CH:6][CH:7]=[CH:8][CH:9]=5)[CH:4]=[CH:3][CH:2]=4)=[N:12][O:13][C:14]=3[CH3:19])=[O:17])[CH2:30][CH2:29]2)[CH:26]=1, predict the reactants needed to synthesize it. The reactants are: [C:1]1([C:11]2[C:15]([C:16](O)=[O:17])=[C:14]([CH3:19])[O:13][N:12]=2)[C:10]2[C:5](=[CH:6][CH:7]=[CH:8][CH:9]=2)[CH:4]=[CH:3][CH:2]=1.[Cl:20][C:21]1[C:27]([N:28]2[CH2:33][CH2:32][NH:31][CH2:30][CH2:29]2)=[CH:26][C:24]([NH2:25])=[C:23]([N+:34]([O-:36])=[O:35])[CH:22]=1.C(Cl)CCl.CN(C=O)C. (2) Given the product [CH2:11]([O:9][C:8](=[O:10])[C:7]1[C:2]([Cl:1])=[CH:3][CH:4]=[N:5][CH:6]=1)[CH3:12], predict the reactants needed to synthesize it. The reactants are: [Cl:1][C:2]1[C:7]([C:8]([OH:10])=[O:9])=[CH:6][N:5]=[CH:4][CH:3]=1.[CH:11]1(N=C=NC2CCCCC2)CCCC[CH2:12]1.CCO.